This data is from Peptide-MHC class I binding affinity with 185,985 pairs from IEDB/IMGT. The task is: Regression. Given a peptide amino acid sequence and an MHC pseudo amino acid sequence, predict their binding affinity value. This is MHC class I binding data. (1) The peptide sequence is GHMMVIFRL. The MHC is HLA-B35:01 with pseudo-sequence HLA-B35:01. The binding affinity (normalized) is 0.0847. (2) The peptide sequence is IPYSRVNHA. The MHC is Patr-B1301 with pseudo-sequence Patr-B1301. The binding affinity (normalized) is 0.485. (3) The peptide sequence is YPITADKRI. The MHC is HLA-A02:06 with pseudo-sequence HLA-A02:06. The binding affinity (normalized) is 0.0847. (4) The peptide sequence is KTDAGASTY. The MHC is HLA-B08:01 with pseudo-sequence HLA-B08:01. The binding affinity (normalized) is 0.0847. (5) The peptide sequence is FLPSDYFPSV. The MHC is HLA-B46:01 with pseudo-sequence HLA-B46:01. The binding affinity (normalized) is 0. (6) The peptide sequence is AVRHFPRIW. The MHC is HLA-A02:02 with pseudo-sequence HLA-A02:02. The binding affinity (normalized) is 0.